This data is from Catalyst prediction with 721,799 reactions and 888 catalyst types from USPTO. The task is: Predict which catalyst facilitates the given reaction. (1) Reactant: [C:1]1([N:7]2[C:11]([C:12]3[CH:17]=[CH:16][CH:15]=[C:14]([O:18][C:19]([F:22])([F:21])[F:20])[CH:13]=3)=[CH:10][C:9]([NH2:23])=[N:8]2)[CH:6]=[CH:5][CH:4]=[CH:3][CH:2]=1.[O:24]=[C:25]1[NH:29][CH2:28][C@H:27]([C:30](O)=[O:31])[CH2:26]1.C1C=CC2N(O)N=NC=2C=1.CCN=C=NCCCN(C)C.Cl.C(=O)([O-])O.[Na+]. Product: [C:1]1([N:7]2[C:11]([C:12]3[CH:17]=[CH:16][CH:15]=[C:14]([O:18][C:19]([F:22])([F:20])[F:21])[CH:13]=3)=[CH:10][C:9]([NH:23][C:30]([C@@H:27]3[CH2:26][C:25](=[O:24])[NH:29][CH2:28]3)=[O:31])=[N:8]2)[CH:2]=[CH:3][CH:4]=[CH:5][CH:6]=1. The catalyst class is: 35. (2) Reactant: [OH-].[Na+].[OH:3][CH2:4][C:5]1[CH:6]=[C:7]([C:11]2[CH:12]=[CH:13][C:14]([CH3:32])=[C:15]([CH:31]=2)[C:16]([NH:18][C:19]2[C:20]([CH3:30])=[C:21]([CH:26]=[CH:27][C:28]=2[CH3:29])[C:22]([O:24]C)=[O:23])=[O:17])[CH:8]=[CH:9][CH:10]=1.Cl. Product: [OH:3][CH2:4][C:5]1[CH:6]=[C:7]([C:11]2[CH:12]=[CH:13][C:14]([CH3:32])=[C:15]([CH:31]=2)[C:16]([NH:18][C:19]2[C:20]([CH3:30])=[C:21]([CH:26]=[CH:27][C:28]=2[CH3:29])[C:22]([OH:24])=[O:23])=[O:17])[CH:8]=[CH:9][CH:10]=1. The catalyst class is: 36. (3) Reactant: [CH3:1][S:2]([C:5]([C:8]1[CH:9]=[C:10]2[C:15](=[C:16]([C:18]3[CH:19]=[C:20]([CH:37]=[CH:38][CH:39]=3)[CH2:21][O:22][C:23]3[CH:28]=[CH:27][CH:26]=[CH:25][C:24]=3[C:29]([C:31]3[CH:36]=[CH:35][CH:34]=[CH:33][CH:32]=3)=[O:30])[CH:17]=1)[N:14]=[CH:13][CH:12]=[CH:11]2)([CH3:7])[CH3:6])(=[O:4])=[O:3].[CH:40]1([Mg]Br)[CH2:42][CH2:41]1. Product: [CH:40]1([C:29]([C:24]2[CH:25]=[CH:26][CH:27]=[CH:28][C:23]=2[O:22][CH2:21][C:20]2[CH:37]=[CH:38][CH:39]=[C:18]([C:16]3[CH:17]=[C:8]([C:5]([S:2]([CH3:1])(=[O:4])=[O:3])([CH3:7])[CH3:6])[CH:9]=[C:10]4[C:15]=3[N:14]=[CH:13][CH:12]=[CH:11]4)[CH:19]=2)([C:31]2[CH:32]=[CH:33][CH:34]=[CH:35][CH:36]=2)[OH:30])[CH2:42][CH2:41]1. The catalyst class is: 598. (4) Reactant: C1(C)C=CC=CC=1.[CH2:8]([C:10]1([CH2:20][CH2:21][O:22][C:23]2[CH:28]=[CH:27][N:26]=[C:25]([CH2:29][S:30][C:31]3[NH:35][C:34]4[CH:36]=[CH:37][CH:38]=[CH:39][C:33]=4[N:32]=3)[C:24]=2[CH3:40])[O:19][CH2:18][C:13]2([O:17][CH2:16][CH2:15][O:14]2)[CH2:12][O:11]1)[CH3:9].ClC1C=CC=C(C(OO)=[O:49])C=1. Product: [CH2:8]([C:10]1([CH2:20][CH2:21][O:22][C:23]2[CH:28]=[CH:27][N:26]=[C:25]([CH2:29][S:30]([C:31]3[NH:35][C:34]4[CH:36]=[CH:37][CH:38]=[CH:39][C:33]=4[N:32]=3)=[O:49])[C:24]=2[CH3:40])[O:19][CH2:18][C:13]2([O:14][CH2:15][CH2:16][O:17]2)[CH2:12][O:11]1)[CH3:9]. The catalyst class is: 5. (5) Reactant: [Cl:1][C:2]1[N:7]=[C:6](Cl)[C:5]([C:9]([O:11][CH3:12])=[O:10])=[C:4]([CH3:13])[N:3]=1.[CH3:14][N:15]1[CH:19]=[C:18](B2OC(C)(C)C(C)(C)O2)[CH:17]=[N:16]1.[F-].[K+]. Product: [Cl:1][C:2]1[N:3]=[C:4]([CH3:13])[C:5]([C:9]([O:11][CH3:12])=[O:10])=[C:6]([C:18]2[CH:17]=[N:16][N:15]([CH3:14])[CH:19]=2)[N:7]=1. The catalyst class is: 184. (6) Reactant: C(P(CC[CH2:12][CH3:13])CCCC)CCC.[OH:14]C1C=CC(CC(OC)=O)=CC=1.[Br:26][C:27]1[CH:32]=[CH:31][C:30](/[C:33](/[C:37]2[CH:42]=[CH:41][CH:40]=[CH:39][CH:38]=2)=[CH:34]/[CH2:35][OH:36])=[CH:29][CH:28]=1. Product: [CH2:12]([O:36][C:35](=[O:14])/[CH:34]=[C:33](/[C:30]1[CH:29]=[CH:28][C:27]([Br:26])=[CH:32][CH:31]=1)\[C:37]1[CH:38]=[CH:39][CH:40]=[CH:41][CH:42]=1)[CH3:13]. The catalyst class is: 1. (7) Reactant: [C:1]([N:8]1[CH2:13][CH2:12][CH:11]([CH:14]=O)[CH2:10][CH2:9]1)([O:3][C:4]([CH3:7])([CH3:6])[CH3:5])=[O:2].[NH2:16][C:17]1[CH:32]=[CH:31][C:30]([F:33])=[CH:29][C:18]=1[C:19]([NH:21][C:22]1[CH:27]=[CH:26][C:25]([Cl:28])=[CH:24][N:23]=1)=[O:20].C1(C)C=CC(S([O-])(=O)=O)=CC=1.[NH+]1C=CC=CC=1.O. The catalyst class is: 48. Product: [C:1]([N:8]1[CH2:9][CH2:10][CH:11]([CH:14]=[N:16][C:17]2[CH:32]=[CH:31][C:30]([F:33])=[CH:29][C:18]=2[C:19]([NH:21][C:22]2[CH:27]=[CH:26][C:25]([Cl:28])=[CH:24][N:23]=2)=[O:20])[CH2:12][CH2:13]1)([O:3][C:4]([CH3:5])([CH3:6])[CH3:7])=[O:2]. (8) Reactant: [Br:1]N1C(=O)CCC1=O.[Br:9][C:10]1[CH:15]=[CH:14][C:13]([CH3:16])=[C:12]([C:17]([F:20])([F:19])[F:18])[CH:11]=1. Product: [Br:9][C:10]1[CH:15]=[CH:14][C:13]([CH2:16][Br:1])=[C:12]([C:17]([F:18])([F:19])[F:20])[CH:11]=1. The catalyst class is: 53.